From a dataset of Reaction yield outcomes from USPTO patents with 853,638 reactions. Predict the reaction yield, written as a fraction of the theoretical maximum amount of product (1.0 means a 100% yield; for example, 0.34 means a 34% yield). (1) The reactants are O[Li].O.SCC(O)=O.[CH2:9]([O:16][N:17]([C@H:30]1[CH2:35][N:34]([C:36]([O:38][C:39]([CH3:42])([CH3:41])[CH3:40])=[O:37])[C@H:33]([C:43]([O:45][CH2:46][CH3:47])=[O:44])[CH2:32][CH2:31]1)S(C1C=CC=CC=1[N+]([O-])=O)(=O)=O)[C:10]1[CH:15]=[CH:14][CH:13]=[CH:12][CH:11]=1. The catalyst is CN(C=O)C.O. The product is [CH2:9]([O:16][NH:17][C@H:30]1[CH2:35][N:34]([C:36]([O:38][C:39]([CH3:41])([CH3:42])[CH3:40])=[O:37])[C@H:33]([C:43]([O:45][CH2:46][CH3:47])=[O:44])[CH2:32][CH2:31]1)[C:10]1[CH:15]=[CH:14][CH:13]=[CH:12][CH:11]=1. The yield is 0.850. (2) The reactants are I[C:2]1[CH:3]=[C:4]([C:8]2[N:9]=[CH:10][N:11]([CH3:23])[C:12]=2[C:13]2[S:22][C:16]3[N:17]=[CH:18][N:19]=[C:20]([NH2:21])[C:15]=3[CH:14]=2)[CH:5]=[CH:6][CH:7]=1.N1C2[C:28](=[CH:25][CH:26]=[C:27]3C=2N=CC=[CH:28]3)[CH:27]=[CH:26][CH:25]=1.C(=O)([O-])[O-:39].[Cs+].[Cs+]. The catalyst is CCCCO.CCOC(C)=O.O.[Cu]I. The product is [CH2:25]([O:39][C:2]1[CH:3]=[C:4]([C:8]2[N:9]=[CH:10][N:11]([CH3:23])[C:12]=2[C:13]2[S:22][C:16]3[N:17]=[CH:18][N:19]=[C:20]([NH2:21])[C:15]=3[CH:14]=2)[CH:5]=[CH:6][CH:7]=1)[CH2:26][CH2:27][CH3:28]. The yield is 0.130. (3) The reactants are [Cl:1][C:2]1[CH:7]=[CH:6][C:5]([C:8]2[CH:9]=[N:10][CH:11]=[C:12]3[C:17]=2[N:16]=[C:15]([C:18]([OH:20])=O)[CH:14]=[CH:13]3)=[CH:4][CH:3]=1.C(N(CC)C(C)C)(C)C.F[P-](F)(F)(F)(F)F.N1(OC(N(C)C)=[N+](C)C)[C:41]2[N:42]=[CH:43][CH:44]=[CH:45][C:40]=2[N:39]=N1.N1C=CC=C(N)C=1. The catalyst is CN(C)C=O. The product is [Cl:1][C:2]1[CH:3]=[CH:4][C:5]([C:8]2[CH:9]=[N:10][CH:11]=[C:12]3[C:17]=2[N:16]=[C:15]([C:18]([NH:39][C:40]2[CH:41]=[N:42][CH:43]=[CH:44][CH:45]=2)=[O:20])[CH:14]=[CH:13]3)=[CH:6][CH:7]=1. The yield is 0.0600. (4) The reactants are [Br:1][C:2]1[C:10]2[O:9][C:8]([CH3:12])([CH3:11])[C:7](=[O:13])[C:6]=2[C:5]([CH3:14])=[C:4]([NH:15][C:16](=[O:22])[O:17][C:18]([CH3:21])([CH3:20])[CH3:19])[C:3]=1[CH3:23]. The catalyst is C(OCC)(=O)C.CCCCCC. The product is [Br:1][C:2]1[C:10]2[O:9][C:8]([CH3:12])([CH3:11])[CH:7]([OH:13])[C:6]=2[C:5]([CH3:14])=[C:4]([NH:15][C:16](=[O:22])[O:17][C:18]([CH3:21])([CH3:20])[CH3:19])[C:3]=1[CH3:23]. The yield is 0.980. (5) The reactants are Cl[C:2]1[CH:7]=[C:6]([O:8][CH3:9])[N:5]=[C:4]([C:10]2[CH:11]=[N:12][C:13]([N:16]3[C:24]4[C:19](=[CH:20][CH:21]=[C:22]([C:25]([N:27]([CH2:29][CH2:30][OH:31])[CH3:28])=[O:26])[CH:23]=4)[C:18]4([CH2:33][CH2:32]4)[CH2:17]3)=[N:14][CH:15]=2)[CH:3]=1.[CH:34]1(B(O)O)[CH2:36][CH2:35]1.C([O-])([O-])=O.[K+].[K+]. The catalyst is C(O)CC(C)C.O. The product is [CH:34]1([C:2]2[CH:7]=[C:6]([O:8][CH3:9])[N:5]=[C:4]([C:10]3[CH:15]=[N:14][C:13]([N:16]4[C:24]5[C:19](=[CH:20][CH:21]=[C:22]([C:25]([N:27]([CH2:29][CH2:30][OH:31])[CH3:28])=[O:26])[CH:23]=5)[C:18]5([CH2:33][CH2:32]5)[CH2:17]4)=[N:12][CH:11]=3)[CH:3]=2)[CH2:36][CH2:35]1. The yield is 0.370.